The task is: Predict the reaction yield, written as a fraction of the theoretical maximum amount of product (1.0 means a 100% yield; for example, 0.34 means a 34% yield).. This data is from Reaction yield outcomes from USPTO patents with 853,638 reactions. (1) The reactants are [C:1]([O:5][C:6]([NH:8][C@@H:9]([C:13]([O:16][CH3:17])([CH3:15])[CH3:14])[C:10]([OH:12])=[O:11])=[O:7])(C)(C)C.FC(F)(F)C(O)=O.[OH-].[Na+].ClC(OC)=O. The catalyst is C(Cl)Cl.CCOC(C)=O. The product is [CH3:17][O:16][C:13]([CH3:15])([CH3:14])[C@H:9]([NH:8][C:6]([O:5][CH3:1])=[O:7])[C:10]([OH:12])=[O:11]. The yield is 0.710. (2) The reactants are Cl[CH2:2][CH2:3][N:4]([CH3:11])[C:5]1[CH:10]=[CH:9][CH:8]=[CH:7][CH:6]=1.C([O-])([O-])=O.[K+].[K+].[C:18]1([CH:25]=[CH:24][C:22]([OH:23])=[CH:21][CH:20]=1)[OH:19]. The catalyst is CN(C=O)C. The product is [CH3:11][N:4]([C:5]1[CH:10]=[CH:9][CH:8]=[CH:7][CH:6]=1)[CH2:3][CH2:2][O:19][C:18]1[CH:25]=[CH:24][C:22]([OH:23])=[CH:21][CH:20]=1. The yield is 0.200. (3) The catalyst is C(O)C.[Pd].C1COCC1.O. The yield is 0.760. The reactants are [CH3:1][O:2][C:3](=[O:21])[C@H:4]([C@@H:18]([CH3:20])[OH:19])[NH:5][C:6](=[O:17])[C:7]1[CH:12]=[CH:11][C:10]([N+:13]([O-])=O)=[C:9]([CH3:16])[CH:8]=1.[H][H].C(=O)(O)[O-].[Na+].Cl[C:30]([O:32][CH2:33][C:34]1[CH:39]=[CH:38][CH:37]=[CH:36][CH:35]=1)=[O:31]. The product is [CH3:1][O:2][C:3](=[O:21])[C@H:4]([C@@H:18]([CH3:20])[OH:19])[NH:5][C:6](=[O:17])[C:7]1[CH:12]=[CH:11][C:10]([NH:13][C:30]([O:32][CH2:33][C:34]2[CH:39]=[CH:38][CH:37]=[CH:36][CH:35]=2)=[O:31])=[C:9]([CH3:16])[CH:8]=1.